The task is: Predict which catalyst facilitates the given reaction.. This data is from Catalyst prediction with 721,799 reactions and 888 catalyst types from USPTO. Reactant: [N+:1]([C:4]1[CH:11]=[CH:10][C:7]([CH2:8]Cl)=[CH:6][CH:5]=1)([O-:3])=[O:2].[CH3:12][NH:13][CH2:14][C:15]#[CH:16]. Product: [CH3:12][N:13]([CH2:8][C:7]1[CH:10]=[CH:11][C:4]([N+:1]([O-:3])=[O:2])=[CH:5][CH:6]=1)[CH2:14][C:15]#[CH:16]. The catalyst class is: 236.